Dataset: Reaction yield outcomes from USPTO patents with 853,638 reactions. Task: Predict the reaction yield, written as a fraction of the theoretical maximum amount of product (1.0 means a 100% yield; for example, 0.34 means a 34% yield). (1) The reactants are [OH-].[Na+].[Cl:3][C:4]1[N:9]=[C:8]([N:10]2[CH2:15][CH2:14][O:13][CH2:12][CH2:11]2)[CH:7]=[C:6]([CH2:16][S:17]([CH3:20])(=[O:19])=[O:18])[N:5]=1.Br[CH2:22][CH2:23][O:24][CH2:25][CH2:26]Br. The catalyst is [Br-].C([N+](CCCC)(CCCC)CCCC)CCC.C(Cl)Cl.O. The product is [Cl:3][C:4]1[N:9]=[C:8]([N:10]2[CH2:15][CH2:14][O:13][CH2:12][CH2:11]2)[CH:7]=[C:6]([C:16]2([S:17]([CH3:20])(=[O:19])=[O:18])[CH2:26][CH2:25][O:24][CH2:23][CH2:22]2)[N:5]=1. The yield is 0.640. (2) The reactants are [C:1]1([C@@H:13]2[CH2:17][CH2:16][C@H:15]([NH:18]C(=O)OC(C)(C)C)[CH2:14]2)[N:5]2[C:6]3[CH:12]=[CH:11][NH:10][C:7]=3[N:8]=[CH:9][C:4]2=[N:3][N:2]=1.[ClH:26]. The catalyst is O1CCOCC1. The product is [ClH:26].[C:1]1([C@@H:13]2[CH2:17][CH2:16][C@H:15]([NH2:18])[CH2:14]2)[N:5]2[C:6]3[CH:12]=[CH:11][NH:10][C:7]=3[N:8]=[CH:9][C:4]2=[N:3][N:2]=1. The yield is 0.950. (3) The reactants are [C:1]([O:5][C:6]([N:8]1[CH2:13][CH2:12][C:11]([C:15]2[CH:20]=[CH:19][C:18]([Cl:21])=[CH:17][CH:16]=2)([OH:14])[CH2:10][CH2:9]1)=[O:7])([CH3:4])([CH3:3])[CH3:2].[H-].[Na+].[CH3:24]I.O. The catalyst is CN(C)C=O. The product is [C:1]([O:5][C:6]([N:8]1[CH2:9][CH2:10][C:11]([C:15]2[CH:20]=[CH:19][C:18]([Cl:21])=[CH:17][CH:16]=2)([O:14][CH3:24])[CH2:12][CH2:13]1)=[O:7])([CH3:4])([CH3:2])[CH3:3]. The yield is 0.520. (4) The reactants are [N+:1]([C:4]1[CH:12]=[C:11]2[C:7]([CH:8]=[C:9]([C:13]3[CH:18]=[CH:17][CH:16]=[CH:15][CH:14]=3)[NH:10]2)=[CH:6][CH:5]=1)([O-:3])=[O:2].[CH2:19]1OCCOCCOCCOCCOCCOC1.CC(C)([O-])C.[K+].CI. The catalyst is O1CCCC1. The product is [CH3:19][N:10]1[C:11]2[C:7](=[CH:6][CH:5]=[C:4]([N+:1]([O-:3])=[O:2])[CH:12]=2)[CH:8]=[C:9]1[C:13]1[CH:18]=[CH:17][CH:16]=[CH:15][CH:14]=1. The yield is 0.980. (5) The reactants are [CH3:1][C:2]1[CH:3]=[C:4]2[C:10](B3OC(C)(C)C(C)(C)O3)=[CH:9][N:8]([S:20]([C:23]3[CH:29]=[CH:28][C:26]([CH3:27])=[CH:25][CH:24]=3)(=[O:22])=[O:21])[C:5]2=[N:6][CH:7]=1.Cl[C:31]1[C:36]([C:37]#[N:38])=[CH:35][N:34]=[C:33]([S:39][CH3:40])[N:32]=1.C(=O)([O-])[O-].[K+].[K+]. The catalyst is O1CCOCC1.CC(C)([P](C(C)(C)C)([Pd][P](C(C)(C)C)(C(C)(C)C)C(C)(C)C)C(C)(C)C)C. The product is [CH3:1][C:2]1[CH:3]=[C:4]2[C:10]([C:31]3[C:36]([C:37]#[N:38])=[CH:35][N:34]=[C:33]([S:39][CH3:40])[N:32]=3)=[CH:9][N:8]([S:20]([C:23]3[CH:29]=[CH:28][C:26]([CH3:27])=[CH:25][CH:24]=3)(=[O:22])=[O:21])[C:5]2=[N:6][CH:7]=1. The yield is 0.870. (6) The reactants are I[C:2]1[S:6][C:5]([C:7]2[CH:15]=[C:14]3[C:10]([CH2:11][NH:12][C:13]3=[O:16])=[CH:9][CH:8]=2)=[CH:4][CH:3]=1.CC1(C)C(C)(C)OB([C:25]2[CH:26]=[C:27]([NH:31][C:32](=[O:38])[O:33][C:34]([CH3:37])([CH3:36])[CH3:35])[CH:28]=[N:29][CH:30]=2)O1. No catalyst specified. The product is [O:16]=[C:13]1[C:14]2[C:10](=[CH:9][CH:8]=[C:7]([C:5]3[S:6][C:2]([C:25]4[CH:26]=[C:27]([NH:31][C:32](=[O:38])[O:33][C:34]([CH3:36])([CH3:35])[CH3:37])[CH:28]=[N:29][CH:30]=4)=[CH:3][CH:4]=3)[CH:15]=2)[CH2:11][NH:12]1. The yield is 0.890. (7) The reactants are N(C(OCC)=O)=NC(OCC)=O.[F:13][C:14]([F:33])([F:32])[O:15][C:16]1[CH:21]=[CH:20][C:19]([S:22]([N:25]2[CH2:30][CH2:29][CH:28]([OH:31])[CH2:27][CH2:26]2)(=[O:24])=[O:23])=[CH:18][CH:17]=1.O[N:35]1[C:39](=[O:40])[C:38]2=[CH:41][CH:42]=[CH:43][CH:44]=[C:37]2[C:36]1=[O:45].C1(P(C2C=CC=CC=2)C2C=CC=CC=2)C=CC=CC=1. The catalyst is C1COCC1. The product is [F:33][C:14]([F:13])([F:32])[O:15][C:16]1[CH:17]=[CH:18][C:19]([S:22]([N:25]2[CH2:26][CH2:27][CH:28]([O:31][N:35]3[C:39](=[O:40])[C:38]4[C:37](=[CH:44][CH:43]=[CH:42][CH:41]=4)[C:36]3=[O:45])[CH2:29][CH2:30]2)(=[O:23])=[O:24])=[CH:20][CH:21]=1. The yield is 0.400. (8) The reactants are C(OC([C:6]1[C:7]([CH3:31])=[C:8]2[C:13]([NH:14][C:15]3[CH:20]=[CH:19][C:18]([O:21][C:22]4[CH:27]=[CH:26][CH:25]=[CH:24][CH:23]=4)=[CH:17][CH:16]=3)=[C:12]([C:28]#[N:29])[CH:11]=[N:10][N:9]2[CH:30]=1)=O)C.[CH3:32][Mg+].[Br-].CC[O:37][CH2:38][CH3:39]. The yield is 0.640. The product is [OH:37][C:38]([C:6]1[C:7]([CH3:31])=[C:8]2[C:13]([NH:14][C:15]3[CH:16]=[CH:17][C:18]([O:21][C:22]4[CH:27]=[CH:26][CH:25]=[CH:24][CH:23]=4)=[CH:19][CH:20]=3)=[C:12]([C:28]#[N:29])[CH:11]=[N:10][N:9]2[CH:30]=1)([CH3:39])[CH3:32]. The catalyst is C1COCC1. (9) The reactants are [N:1]1([CH2:7][CH2:8][CH2:9][CH2:10][C:11](=O)[C:12](=[N:15][NH:16][C:17]2[CH:22]=[CH:21][CH:20]=[CH:19][CH:18]=2)[C:13]#[N:14])[CH2:6][CH2:5]O[CH2:3][CH2:2]1.[OH2:24].[NH2:25][NH2:26].O. The catalyst is CCOCC.C1COCC1. The product is [N:1]1([CH2:7][CH2:8][CH2:9][CH2:10][C:11]2[C:12](=[N:15][NH:16][C:17]3[CH:18]=[CH:19][CH:20]=[CH:21][CH:22]=3)[C:13]([NH2:14])=[N:25][N:26]=2)[CH2:6][CH2:5][O:24][CH2:3][CH2:2]1. The yield is 0.510. (10) The reactants are [CH3:1][S:2][C:3]1[N:8]=[C:7]([NH:9][C:10]2[CH:15]=[CH:14][CH:13]=[CH:12][CH:11]=2)[C:6]([C:16]([O:18]CC)=[O:17])=[CH:5][N:4]=1.[OH-].[Na+]. The catalyst is C(O)C. The product is [CH3:1][S:2][C:3]1[N:8]=[C:7]([NH:9][C:10]2[CH:15]=[CH:14][CH:13]=[CH:12][CH:11]=2)[C:6]([C:16]([OH:18])=[O:17])=[CH:5][N:4]=1. The yield is 0.920.